From a dataset of Forward reaction prediction with 1.9M reactions from USPTO patents (1976-2016). Predict the product of the given reaction. (1) Given the reactants [CH3:1][O:2][C:3](=[O:13])[C:4]1[C:9]([F:10])=[CH:8][CH:7]=[C:6]([NH2:11])[C:5]=1[CH3:12].[I:14]N1C(=O)CCC1=O, predict the reaction product. The product is: [CH3:1][O:2][C:3](=[O:13])[C:4]1[C:9]([F:10])=[CH:8][C:7]([I:14])=[C:6]([NH2:11])[C:5]=1[CH3:12]. (2) Given the reactants [CH3:1][N:2]1[C:6]([C:7]2[CH:12]=[CH:11][CH:10]=[CH:9][CH:8]=2)=[N:5][N:4]=[C:3]1[CH2:13][CH2:14][CH2:15][CH:16]=C.[OH2:18], predict the reaction product. The product is: [CH3:1][N:2]1[C:6]([C:7]2[CH:12]=[CH:11][CH:10]=[CH:9][CH:8]=2)=[N:5][N:4]=[C:3]1[CH2:13][CH2:14][CH2:15][CH:16]=[O:18].